From a dataset of Reaction yield outcomes from USPTO patents with 853,638 reactions. Predict the reaction yield, written as a fraction of the theoretical maximum amount of product (1.0 means a 100% yield; for example, 0.34 means a 34% yield). (1) The reactants are [NH2:1][C:2]1[CH:6]=[C:5]([C:7]2[CH:12]=[CH:11][N:10]=[CH:9][CH:8]=2)[S:4][C:3]=1[C:13]([NH2:15])=[O:14].[S:16]1(=[O:24])(=[O:23])[CH2:21][CH2:20][C:19](=O)[CH2:18][CH2:17]1.C1(C)C=CC(S(O)(=O)=O)=CC=1. The catalyst is C(O)(=O)C. The product is [N:10]1[CH:9]=[CH:8][C:7]([C:5]2[S:4][C:3]3[C:13](=[O:14])[NH:15][C:19]4([CH2:20][CH2:21][S:16](=[O:24])(=[O:23])[CH2:17][CH2:18]4)[NH:1][C:2]=3[CH:6]=2)=[CH:12][CH:11]=1. The yield is 0.240. (2) The reactants are [CH2:1]([O:8][C:9]1[CH:22]=[C:21]2[C:12]([N:13]3[C:18]([CH2:19][O:20]2)=[N:17][NH:16][C:15](=[O:23])[CH:14]3[CH3:24])=[CH:11][C:10]=1[N+:25]([O-])=O)[C:2]1[CH:7]=[CH:6][CH:5]=[CH:4][CH:3]=1. The yield is 0.540. The catalyst is CO.[Ni]. The product is [NH2:25][C:10]1[CH:11]=[C:12]2[C:21](=[CH:22][C:9]=1[O:8][CH2:1][C:2]1[CH:7]=[CH:6][CH:5]=[CH:4][CH:3]=1)[O:20][CH2:19][C:18]1[N:13]2[CH:14]([CH3:24])[C:15](=[O:23])[NH:16][N:17]=1. (3) The reactants are [C:1]([N:4]1[CH2:13][CH2:12][C:11]2[N:10]=[CH:9][C:8]([N+:14]([O-])=O)=[CH:7][C:6]=2[CH2:5]1)(=[O:3])[CH3:2]. The catalyst is CO.[Pd]. The product is [C:1]([N:4]1[CH2:13][CH2:12][C:11]2[N:10]=[CH:9][C:8]([NH2:14])=[CH:7][C:6]=2[CH2:5]1)(=[O:3])[CH3:2]. The yield is 1.00. (4) The reactants are C([Si](C)(C)[O:6][C:7]1[CH:12]=[CH:11][C:10]([C:13]2[N:18]=[CH:17][C:16]([CH:19]=[O:20])=[CH:15][CH:14]=2)=[CH:9][C:8]=1[CH:21]1[CH2:26][CH2:25][CH2:24][CH2:23][CH2:22]1)(C)(C)C.[F-].C([N+](CCCC)(CCCC)CCCC)CCC. The catalyst is O1CCCC1. The product is [CH:21]1([C:8]2[CH:9]=[C:10]([C:13]3[N:18]=[CH:17][C:16]([CH:19]=[O:20])=[CH:15][CH:14]=3)[CH:11]=[CH:12][C:7]=2[OH:6])[CH2:22][CH2:23][CH2:24][CH2:25][CH2:26]1. The yield is 0.560. (5) The reactants are [CH3:1][O:2][C:3]1[CH:22]=[CH:21][C:6]([CH2:7][N:8]2[C:13](=[O:14])[C:12]3[CH:15]=[C:16]([F:20])[C:17](F)=[CH:18][C:11]=3[O:10][CH2:9]2)=[CH:5][CH:4]=1.[CH3:23][NH2:24].O. The catalyst is CS(C)=O. The product is [CH3:1][O:2][C:3]1[CH:22]=[CH:21][C:6]([CH2:7][N:8]2[C:13](=[O:14])[C:12]3[CH:15]=[C:16]([F:20])[C:17]([NH:24][CH3:23])=[CH:18][C:11]=3[O:10][CH2:9]2)=[CH:5][CH:4]=1. The yield is 0.850. (6) The reactants are [S:1]1[CH:5]=[CH:4][CH:3]=[C:2]1[S:6]([NH:9][C:10]1[C:19]2[C:14](=[CH:15][CH:16]=[CH:17][CH:18]=2)[C:13]([O:20]CC(OC(C)(C)C)=O)=[CH:12][CH:11]=1)(=[O:8])=[O:7].Br[CH:30]([CH2:36][CH3:37])[C:31]([O:33][CH2:34]C)=[O:32]. No catalyst specified. The product is [S:1]1[CH:5]=[CH:4][CH:3]=[C:2]1[S:6]([NH:9][C:10]1[C:19]2[C:14](=[CH:15][CH:16]=[CH:17][CH:18]=2)[C:13]([O:20][CH2:37][CH2:36][CH2:30][C:31]([O:33][CH3:34])=[O:32])=[CH:12][CH:11]=1)(=[O:7])=[O:8]. The yield is 0.513. (7) The reactants are [Br:1][C:2]1[CH:7]=[CH:6][CH:5]=[C:4]([N+:8]([O-:10])=[O:9])[C:3]=1[CH3:11].[Br:12]N1C(=O)CCC1=O. The catalyst is C(Cl)(Cl)(Cl)Cl.C(OOC(=O)C1C=CC=CC=1)(=O)C1C=CC=CC=1. The product is [Br:1][C:2]1[CH:7]=[CH:6][CH:5]=[C:4]([N+:8]([O-:10])=[O:9])[C:3]=1[CH2:11][Br:12]. The yield is 0.800.